This data is from Reaction yield outcomes from USPTO patents with 853,638 reactions. The task is: Predict the reaction yield, written as a fraction of the theoretical maximum amount of product (1.0 means a 100% yield; for example, 0.34 means a 34% yield). (1) The reactants are C([O:3][C:4](=O)[CH2:5][CH2:6][CH2:7][C@H:8]1[CH2:13][CH2:12][C@H:11]([N:14]([C:16]([O:18][C:19]([CH3:22])([CH3:21])[CH3:20])=[O:17])[CH3:15])[CH2:10][CH2:9]1)C.[H-].[H-].[H-].[H-].[Li+].[Al+3]. The catalyst is C1COCC1. The product is [C:19]([O:18][C:16](=[O:17])[N:14]([C@H:11]1[CH2:10][CH2:9][C@H:8]([CH2:7][CH2:6][CH2:5][CH2:4][OH:3])[CH2:13][CH2:12]1)[CH3:15])([CH3:20])([CH3:22])[CH3:21]. The yield is 0.990. (2) The reactants are [Br:1][C:2]1[CH:7]=[CH:6][C:5]([C:8]2[NH:12][C:11]([C@@H:13]3[CH2:18][CH2:17][C@H:16]([CH3:19])[CH2:15][NH:14]3)=[N:10][CH:9]=2)=[CH:4][CH:3]=1.[CH3:20][O:21][C:22]([NH:24][C@@H:25]([CH:29]([CH3:31])[CH3:30])[C:26](O)=[O:27])=[O:23].CN(C(ON1N=NC2C=CC=NC1=2)=[N+](C)C)C.F[P-](F)(F)(F)(F)F.CCN(C(C)C)C(C)C. The catalyst is C(Cl)Cl. The product is [CH3:20][O:21][C:22](=[O:23])[NH:24][C@H:25]([C:26]([N:14]1[CH2:15][C@@H:16]([CH3:19])[CH2:17][CH2:18][C@H:13]1[C:11]1[NH:12][C:8]([C:5]2[CH:4]=[CH:3][C:2]([Br:1])=[CH:7][CH:6]=2)=[CH:9][N:10]=1)=[O:27])[CH:29]([CH3:31])[CH3:30]. The yield is 0.920.